From a dataset of Experimentally validated miRNA-target interactions with 360,000+ pairs, plus equal number of negative samples. Binary Classification. Given a miRNA mature sequence and a target amino acid sequence, predict their likelihood of interaction. (1) The miRNA is hsa-miR-3926 with sequence UGGCCAAAAAGCAGGCAGAGA. The protein sequence of the target gene is MKAVKSERERGSRRRHRDGDVVLPAGVVVKQERLSPEVAPPAHRRPDHSGGSPSPPTSEPARSGHRGNRARGVSRSPPKKKNKASGRRSKSPRSKRNRSPHHSTVKVKQEREDHPRRGREDRQHREPSEQEHRRARNSDRDRHRGHSHQRRTSNERPGSGQGQGRDRDTQNLQAQEEEREFYNARRREHRQRNDVGGGGSESQELVPRPGGNNKEKEVPAKEKPSFELSGALLEDTNTFRGVVIKYSEPPEARIPKKRWRLYPFKNDEVLPVMYIHRQSAYLLGRHRRIADIPIDHPSCS.... Result: 1 (interaction). (2) The miRNA is hsa-miR-3143 with sequence AUAACAUUGUAAAGCGCUUCUUUCG. The protein sequence of the target gene is MAAMSLLRRVSVTAVAALSGRPLGTRLGFGGFLTRGFPKAAAPVRHSGDHGKRLFVIRPSRFYDRRFLKLLRFYIALTGIPVAIFITLVNVFIGQAELAEIPEGYVPEHWEYYKHPISRWIARNFYDSPEKIYERTMAVLQIEAEKAELRVKELEVRKLMHVRGDGPWYYYETIDKELIDHSPKATPDN. Result: 1 (interaction). (3) The miRNA is hsa-miR-4633-3p with sequence AGGAGCUAGCCAGGCAUAUGCA. The protein sequence of the target gene is MASSQTSQTVAAHVPFADLCSTLERIQKGKDRAEKIRHFKEFLDSWRKFHDALHKNRKDVTDSFYPAMRLILPQLERERMAYGIKETMLAKLYIELLNLPREGKDAQKLLNYRTPSGARTDAGDFAMIAYFVLKPRCLQKGSLTIQQVNELLDLVASNNSGKKKDLVKKSLLQLITQSSALEQKWLIRMIIKDLKLGISQQTIFSIFHNDAVELHNVTTDLEKVCRQLHDPSVGLSDISITLFSAFKPMLAAVADVERVEKDMKQQSFYIETKLDGERMQMHKDGALYRYFSRNGYNYTD.... Result: 0 (no interaction). (4) The miRNA is mmu-miR-599 with sequence UUGUGUCAGUUUAUCAAAC. The protein sequence of the target gene is MTTSSIRRQMKNIVNNYSEAEIKVREATSNDPWGPSSSLMTEIADLTYNVVAFSEIMSMVWKRLNDHGKNWRHVYKALTLLDYLIKTGSERVAQQCRENIFAIQTLKDFQYIDRDGKDQGINVREKSKQLVALLKDEERLKVERVQALKTKERMAQVATGVGSNQITFGRGSSQPNLSTSYSEQEYGKAGGSPASYHGSTSPRVSSELEQARPQTSGEEELQLQLALAMSREVAEQSSESVQTARGSKEERLRRGDDLRLQMALEESRRDTVKVPKKKEAKACCKPGSHSQQTTLLDLMD.... Result: 0 (no interaction). (5) The miRNA is cel-miR-792-3p with sequence UUGAAAUCUCUUCAACUUUCAGA. The protein sequence of the target gene is MVSSDRPVSLEDEVSHSMKEMIGGCCVCSDERGWAENPLVYCDGHGCSVAVHQACYGIVQVPTGPWFCRKCESQERAARVRCELCPHKDGALKRTDNGGWAHVVCALYIPEVQFANVSTMEPIVLQSVPHDRYNKTCYICDEQGRESKAATGACMTCNKHGCRQAFHVTCAQFAGLLCEEEGNGADNVQYCGYCKYHFSKLKKSKRGSNRSYDQSLSDSSSHSQDKHHEKEKKKYKEKDKHKQKHKKQPEPSPALVPSLTVTTEKTYTSTSNNSISGSLKRLEDTTARFTNANFQEVSAH.... Result: 0 (no interaction). (6) The miRNA is hsa-miR-514b-3p with sequence AUUGACACCUCUGUGAGUGGA. The protein sequence of the target gene is MVSLMKLWIPMLMTFFCTVLLSVLGEMRKKRYDRKELLLEECWGKPNVKECTNKCSKAFRCKDKNYTCCWTYCGNICWINVETSGDY. Result: 0 (no interaction).